Dataset: NCI-60 drug combinations with 297,098 pairs across 59 cell lines. Task: Regression. Given two drug SMILES strings and cell line genomic features, predict the synergy score measuring deviation from expected non-interaction effect. (1) Drug 1: COC1=NC(=NC2=C1N=CN2C3C(C(C(O3)CO)O)O)N. Drug 2: C1CN1C2=NC(=NC(=N2)N3CC3)N4CC4. Cell line: SF-268. Synergy scores: CSS=23.2, Synergy_ZIP=-4.71, Synergy_Bliss=1.89, Synergy_Loewe=-20.5, Synergy_HSA=1.00. (2) Drug 1: C1CN(CCN1C(=O)CCBr)C(=O)CCBr. Drug 2: C1CCC(C(C1)N)N.C(=O)(C(=O)[O-])[O-].[Pt+4]. Cell line: HOP-62. Synergy scores: CSS=53.5, Synergy_ZIP=-4.77, Synergy_Bliss=-8.03, Synergy_Loewe=-5.27, Synergy_HSA=-3.86. (3) Drug 1: C1CCC(CC1)NC(=O)N(CCCl)N=O. Drug 2: C(CC(=O)O)C(=O)CN.Cl. Cell line: SNB-75. Synergy scores: CSS=9.37, Synergy_ZIP=-8.19, Synergy_Bliss=-4.70, Synergy_Loewe=-3.55, Synergy_HSA=-3.29. (4) Drug 1: C1CN(CCN1C(=O)CCBr)C(=O)CCBr. Drug 2: CC(C)NC(=O)C1=CC=C(C=C1)CNNC.Cl. Cell line: 786-0. Synergy scores: CSS=28.0, Synergy_ZIP=-9.07, Synergy_Bliss=-1.77, Synergy_Loewe=-4.68, Synergy_HSA=-0.849.